From a dataset of Forward reaction prediction with 1.9M reactions from USPTO patents (1976-2016). Predict the product of the given reaction. Given the reactants [CH:1]1([C:4]2[CH2:5][C:6]3[C:11]([CH:12]=2)=[C:10]([C:13]2[C:22]4[C:17](=[CH:18][CH:19]=[CH:20][CH:21]=4)[CH:16]=[CH:15][CH:14]=2)[CH:9]=[CH:8][CH:7]=3)[CH2:3][CH2:2]1.[Li][CH2:24][CH2:25][CH2:26][CH3:27].C([Cu])#N.Cl[Si:32](Cl)([CH3:34])[CH3:33], predict the reaction product. The product is: [CH:1]1([C:4]2[CH:5]([Si:32]([CH:24]3[C:6]4[C:27](=[C:10]([C:13]5[C:22]6[C:17](=[CH:18][CH:19]=[CH:20][CH:21]=6)[CH:16]=[CH:15][CH:14]=5)[CH:9]=[CH:8][CH:7]=4)[CH:26]=[C:25]3[CH:1]3[CH2:2][CH2:3]3)([CH3:34])[CH3:33])[C:6]3[C:11]([CH:12]=2)=[C:10]([C:13]2[C:22]4[C:17](=[CH:18][CH:19]=[CH:20][CH:21]=4)[CH:16]=[CH:15][CH:14]=2)[CH:9]=[CH:8][CH:7]=3)[CH2:3][CH2:2]1.